Dataset: Full USPTO retrosynthesis dataset with 1.9M reactions from patents (1976-2016). Task: Predict the reactants needed to synthesize the given product. (1) Given the product [C:4]([N:11]1[C:24]2[C:19](=[CH:20][CH:21]=[CH:22][CH:23]=2)[C:25]([CH3:2])=[CH:9][CH2:8]1)(=[O:6])[CH3:5], predict the reactants needed to synthesize it. The reactants are: Cl[CH2:2]Cl.[C:4](Cl)(=[O:6])[CH3:5].[CH:8]([N:11](CC)C(C)C)(C)[CH3:9].[H-].[Na+].[C:19]1([CH3:25])[CH:24]=[CH:23][CH:22]=[CH:21][CH:20]=1. (2) The reactants are: [Cl:1][C:2]1[CH:3]=[C:4]([CH:10]=[C:11]([C:13]([F:16])([F:15])[F:14])[N:12]=1)C(OCC)=O.[CH3:17][Mg]Br.C([O:22][CH2:23][CH3:24])C. Given the product [Cl:1][C:2]1[CH:3]=[C:4]([C:23]([OH:22])([CH3:24])[CH3:17])[CH:10]=[C:11]([C:13]([F:14])([F:15])[F:16])[N:12]=1, predict the reactants needed to synthesize it. (3) Given the product [NH2:19][C:15]1[CH:14]=[C:13]2[C:18](=[CH:17][CH:16]=1)[N:10]([S:7]([CH:1]1[CH2:2][CH2:3][CH2:4][CH2:5][CH2:6]1)(=[O:9])=[O:8])[CH:11]=[C:12]2[C:22]1[CH2:23][CH2:24][N:25]([CH3:28])[CH2:26][CH:27]=1, predict the reactants needed to synthesize it. The reactants are: [CH:1]1([S:7]([N:10]2[C:18]3[C:13](=[CH:14][C:15]([N+:19]([O-])=O)=[CH:16][CH:17]=3)[C:12]([C:22]3[CH2:23][CH2:24][N:25]([CH3:28])[CH2:26][CH:27]=3)=[CH:11]2)(=[O:9])=[O:8])[CH2:6][CH2:5][CH2:4][CH2:3][CH2:2]1. (4) Given the product [O:1]1[C:5]2[CH:6]=[CH:7][C:8]([CH:10]=[C:47]3[CH2:48][CH2:49][N:44]([C:37]([O:39][C:40]([CH3:43])([CH3:42])[CH3:41])=[O:38])[CH2:45][CH2:46]3)=[CH:9][C:4]=2[O:3][CH2:2]1, predict the reactants needed to synthesize it. The reactants are: [O:1]1[C:5]2[CH:6]=[CH:7][C:8]([CH2:10]P(Br)(C3C=CC=CC=3)(C3C=CC=CC=3)C3C=CC=CC=3)=[CH:9][C:4]=2[O:3][CH2:2]1.CC(C)([O-])C.[K+].[C:37]([N:44]1[CH2:49][CH2:48][C:47](=O)[CH2:46][CH2:45]1)([O:39][C:40]([CH3:43])([CH3:42])[CH3:41])=[O:38]. (5) Given the product [NH2:20][C:21]1[CH:22]=[C:23]([CH2:27][CH2:28][N:49]([CH2:42][C:43]2[CH:48]=[CH:47][CH:46]=[CH:45][CH:44]=2)[CH2:50][C@@H:51]([C:60]2[CH:69]=[CH:68][C:67]([O:70][CH2:71][C:72]3[CH:73]=[CH:74][CH:75]=[CH:76][CH:77]=3)=[C:66]3[C:61]=2[CH:62]=[CH:63][C:64](=[O:78])[NH:65]3)[O:52][Si:53]([C:56]([CH3:59])([CH3:58])[CH3:57])([CH3:55])[CH3:54])[CH:24]=[CH:25][CH:26]=1, predict the reactants needed to synthesize it. The reactants are: C([NH:20][C:21]1[CH:22]=[C:23]([CH2:27][CH2:28]OS(C2C=CC([N+]([O-])=O)=CC=2)(=O)=O)[CH:24]=[CH:25][CH:26]=1)(C1C=CC=CC=1)(C1C=CC=CC=1)C1C=CC=CC=1.[CH2:42]([NH:49][CH2:50][C@@H:51]([C:60]1[CH:69]=[CH:68][C:67]([O:70][CH2:71][C:72]2[CH:77]=[CH:76][CH:75]=[CH:74][CH:73]=2)=[C:66]2[C:61]=1[CH:62]=[CH:63][C:64](=[O:78])[NH:65]2)[O:52][Si:53]([C:56]([CH3:59])([CH3:58])[CH3:57])([CH3:55])[CH3:54])[C:43]1[CH:48]=[CH:47][CH:46]=[CH:45][CH:44]=1.C(=O)(O)[O-].[Na+].Cl. (6) Given the product [F:1][C:2]1[CH:3]=[CH:4][C:5]([C:6]([N:8]2[CH2:13][CH2:12][CH2:11][C@H:10]([C:14](=[O:15])[C:27]3[CH:28]=[CH:29][C:24]([F:23])=[CH:25][CH:26]=3)[C@@H:9]2[CH3:20])=[O:7])=[CH:21][CH:22]=1, predict the reactants needed to synthesize it. The reactants are: [F:1][C:2]1[CH:22]=[CH:21][C:5]([C:6]([N:8]2[CH2:13][CH2:12][CH2:11][C@H:10]([C:14](N(OC)C)=[O:15])[C@@H:9]2[CH3:20])=[O:7])=[CH:4][CH:3]=1.[F:23][C:24]1[CH:29]=[CH:28][C:27]([Mg]Br)=[CH:26][CH:25]=1.C(OCC)C. (7) Given the product [ClH:16].[NH2:1][C:2]1[N:7]=[CH:6][C:5](/[CH:8]=[C:9](\[CH3:15])/[C:10]([OH:12])=[O:11])=[CH:4][CH:3]=1, predict the reactants needed to synthesize it. The reactants are: [NH2:1][C:2]1[N:7]=[CH:6][C:5](/[CH:8]=[C:9](\[CH3:15])/[C:10]([O:12]CC)=[O:11])=[CH:4][CH:3]=1.[ClH:16].